Task: Predict the product of the given reaction.. Dataset: Forward reaction prediction with 1.9M reactions from USPTO patents (1976-2016) (1) Given the reactants [Br:1][C:2]1[N:7]=[C:6]([CH:8]=O)[CH:5]=[CH:4][CH:3]=1.[OH:10][CH:11]1[CH2:16][CH2:15][CH2:14][NH:13][CH2:12]1, predict the reaction product. The product is: [Br:1][C:2]1[CH:3]=[CH:4][CH:5]=[C:6]([CH2:8][N:13]2[CH2:14][CH2:15][CH2:16][CH:11]([OH:10])[CH2:12]2)[N:7]=1. (2) Given the reactants Br[C:2]1[CH:7]=[CH:6][C:5]([C:8]([N:10]2[CH2:14][CH2:13][CH2:12][C@H:11]2[CH2:15][N:16]2[CH2:20][CH2:19][CH2:18][CH2:17]2)=[O:9])=[C:4]([F:21])[CH:3]=1.[F:22][C:23]([F:35])([F:34])[O:24][C:25]1[CH:30]=[CH:29][C:28](B(O)O)=[CH:27][CH:26]=1, predict the reaction product. The product is: [F:21][C:4]1[CH:3]=[C:2]([C:28]2[CH:27]=[CH:26][C:25]([O:24][C:23]([F:22])([F:34])[F:35])=[CH:30][CH:29]=2)[CH:7]=[CH:6][C:5]=1[C:8]([N:10]1[CH2:14][CH2:13][CH2:12][C@H:11]1[CH2:15][N:16]1[CH2:20][CH2:19][CH2:18][CH2:17]1)=[O:9]. (3) Given the reactants [C:1]([O:5][C:6]([N:8]1[C:16]2[C:11](=[CH:12][C:13]([C:17]#[C:18][CH2:19][CH2:20][CH2:21][OH:22])=[CH:14][CH:15]=2)[CH:10]=[CH:9]1)=[O:7])([CH3:4])([CH3:3])[CH3:2], predict the reaction product. The product is: [C:1]([O:5][C:6]([N:8]1[C:16]2[C:11](=[CH:12][C:13]([CH2:17][CH2:18][CH2:19][CH2:20][CH2:21][OH:22])=[CH:14][CH:15]=2)[CH:10]=[CH:9]1)=[O:7])([CH3:4])([CH3:3])[CH3:2]. (4) Given the reactants [CH2:1]([O:3][P:4]([C:9]1[CH:18]=[CH:17][C:16]2[C:11](=[C:12]([C:22]3[C:31]4[C:26](=[CH:27][CH:28]=[CH:29][CH:30]=4)[CH:25]=[CH:24][CH:23]=3)[CH:13]=[C:14]([N+:19]([O-])=O)[CH:15]=2)[N:10]=1)(=[O:8])[O:5][CH2:6][CH3:7])[CH3:2], predict the reaction product. The product is: [CH2:1]([O:3][P:4]([C:9]1[CH:18]=[CH:17][C:16]2[C:11](=[C:12]([C:22]3[C:31]4[C:26](=[CH:27][CH:28]=[CH:29][CH:30]=4)[CH:25]=[CH:24][CH:23]=3)[CH:13]=[C:14]([NH2:19])[CH:15]=2)[N:10]=1)(=[O:8])[O:5][CH2:6][CH3:7])[CH3:2]. (5) Given the reactants [Cl:1][C:2]1[CH:7]=[CH:6][C:5]([O:8][CH3:9])=[CH:4][C:3]=1[CH2:10][C:11]([OH:13])=O.C(Cl)(=O)C(Cl)=O.[CH3:20][N:21]1[C:26]2[CH:27]=[CH:28][CH:29]=[CH:30][C:25]=2[O:24][CH2:23][C:22]1=[O:31].[Al+3].[Cl-].[Cl-].[Cl-].Cl, predict the reaction product. The product is: [Cl:1][C:2]1[CH:7]=[CH:6][C:5]([O:8][CH3:9])=[CH:4][C:3]=1[CH2:10][C:11]([C:28]1[CH:29]=[CH:30][C:25]2[O:24][CH2:23][C:22](=[O:31])[N:21]([CH3:20])[C:26]=2[CH:27]=1)=[O:13].